Dataset: Peptide-MHC class I binding affinity with 185,985 pairs from IEDB/IMGT. Task: Regression. Given a peptide amino acid sequence and an MHC pseudo amino acid sequence, predict their binding affinity value. This is MHC class I binding data. (1) The peptide sequence is SAKRITESI. The MHC is HLA-B08:01 with pseudo-sequence HLA-B08:01. The binding affinity (normalized) is 0.558. (2) The peptide sequence is STPESANLG. The MHC is Mamu-A02 with pseudo-sequence Mamu-A02. The binding affinity (normalized) is 0. (3) The binding affinity (normalized) is 0.0847. The MHC is HLA-B15:01 with pseudo-sequence HLA-B15:01. The peptide sequence is RIKTRLFTI. (4) The peptide sequence is APIEHIASM. The MHC is HLA-A02:06 with pseudo-sequence HLA-A02:06. The binding affinity (normalized) is 0.416. (5) The peptide sequence is TSPIVPSF. The MHC is Mamu-B17 with pseudo-sequence Mamu-B17. The binding affinity (normalized) is 0. (6) The peptide sequence is YVMNIERQDY. The MHC is HLA-A68:01 with pseudo-sequence HLA-A68:01. The binding affinity (normalized) is 0.516. (7) The peptide sequence is TLYCVHQRI. The MHC is HLA-A68:01 with pseudo-sequence HLA-A68:01. The binding affinity (normalized) is 0.263. (8) The peptide sequence is MPRLSRNAA. The MHC is HLA-B35:01 with pseudo-sequence HLA-B35:01. The binding affinity (normalized) is 0.689. (9) The peptide sequence is LLPPQHLIRV. The MHC is HLA-A68:02 with pseudo-sequence HLA-A68:02. The binding affinity (normalized) is 0.149. (10) The peptide sequence is VTSSVSSGY. The MHC is HLA-B57:01 with pseudo-sequence HLA-B57:01. The binding affinity (normalized) is 0.0847.